This data is from Forward reaction prediction with 1.9M reactions from USPTO patents (1976-2016). The task is: Predict the product of the given reaction. (1) Given the reactants [CH3:1][O:2][C:3](=[O:25])[C:4]1[CH:9]=[CH:8][C:7](OS(C2C=CC(C)=CC=2)(=O)=O)=[C:6]([NH:21][C:22](=[O:24])[CH3:23])[CH:5]=1.[CH:26]#[C:27][CH2:28][CH2:29][CH2:30][CH2:31][CH3:32], predict the reaction product. The product is: [CH3:1][O:2][C:3](=[O:25])[C:4]1[CH:9]=[CH:8][C:7]([C:26]#[C:27][CH2:28][CH2:29][CH2:30][CH2:31][CH3:32])=[C:6]([NH:21][C:22](=[O:24])[CH3:23])[CH:5]=1. (2) Given the reactants [F:1][C:2]([F:14])([F:13])[O:3][C:4]1[CH:9]=[CH:8][C:7]([N:10]=[C:11]=[O:12])=[CH:6][CH:5]=1.[C:15]([CH:19]1[CH2:24][CH2:23][CH:22]([NH:25][CH2:26][C:27]2[CH:44]=[CH:43][C:30]([C:31]([CH:33]([NH:37][CH2:38][CH2:39][C:40]([OH:42])=[O:41])[CH:34]3[CH2:36][CH2:35]3)=[O:32])=[CH:29][CH:28]=2)[CH2:21][CH2:20]1)([CH3:18])([CH3:17])[CH3:16], predict the reaction product. The product is: [C:15]([CH:19]1[CH2:20][CH2:21][CH:22]([N:25]([CH2:26][C:27]2[CH:28]=[CH:29][C:30]([C:31]([CH:33]([NH:37][CH2:38][CH2:39][C:40]([OH:42])=[O:41])[CH:34]3[CH2:35][CH2:36]3)=[O:32])=[CH:43][CH:44]=2)[C:11]([NH:10][C:7]2[CH:6]=[CH:5][C:4]([O:3][C:2]([F:13])([F:14])[F:1])=[CH:9][CH:8]=2)=[O:12])[CH2:23][CH2:24]1)([CH3:18])([CH3:16])[CH3:17]. (3) Given the reactants [CH2:1]([C:8]#[N:9])[C:2]1[CH:7]=[CH:6][CH:5]=[CH:4][CH:3]=1.[Li+].C[Si]([N-][Si](C)(C)C)(C)C.Br[CH2:21][C:22]([O:24][CH2:25][CH3:26])=[O:23], predict the reaction product. The product is: [C:8]([C:1]([C:2]1[CH:7]=[CH:6][CH:5]=[CH:4][CH:3]=1)([CH2:21][C:22]([O:24][CH2:25][CH3:26])=[O:23])[CH2:21][C:22]([O:24][CH2:25][CH3:26])=[O:23])#[N:9]. (4) Given the reactants [NH:1]1[CH2:4][CH:3]([O:5][C:6]2[CH:7]=[C:8]([C:12]3[C:21]4[CH2:20][CH2:19][CH2:18][CH2:17][C:16]=4[N:15]=[C:14]([O:22][CH2:23][C:24]4[CH:29]=[CH:28][CH:27]=[CH:26][N:25]=4)[CH:13]=3)[CH:9]=[N:10][CH:11]=2)[CH2:2]1.[C:30](=O)([O-])[O-].[Cs+].[Cs+].CI, predict the reaction product. The product is: [CH3:30][N:1]1[CH2:4][CH:3]([O:5][C:6]2[CH:7]=[C:8]([C:12]3[C:21]4[CH2:20][CH2:19][CH2:18][CH2:17][C:16]=4[N:15]=[C:14]([O:22][CH2:23][C:24]4[CH:29]=[CH:28][CH:27]=[CH:26][N:25]=4)[CH:13]=3)[CH:9]=[N:10][CH:11]=2)[CH2:2]1. (5) Given the reactants C(=O)([O-])[O-].[K+].[K+].[I-].[Na+].C(N(CC)CC)C.[CH2:16]([NH2:19])[CH:17]=[CH2:18].Br[CH2:21][C:22]([O:24]CC)=[O:23].[C:38]([O:37][C:35](O[C:35]([O:37][C:38]([CH3:41])([CH3:40])[CH3:39])=[O:36])=[O:36])([CH3:41])([CH3:40])[CH3:39].[OH-].[Na+], predict the reaction product. The product is: [CH2:16]([N:19]([C:35]([O:37][C:38]([CH3:39])([CH3:40])[CH3:41])=[O:36])[CH2:21][C:22]([OH:24])=[O:23])[CH:17]=[CH2:18].